From a dataset of Catalyst prediction with 721,799 reactions and 888 catalyst types from USPTO. Predict which catalyst facilitates the given reaction. (1) Reactant: [Li]CCCC.[CH3:6][O:7][C:8]1[CH:13]=[CH:12][CH:11]=[C:10]([CH3:14])[N:9]=1.[CH:15](=[O:17])[CH3:16].[NH4+].[Cl-]. Product: [CH3:6][O:7][C:8]1[N:9]=[C:10]([CH2:14][CH:15]([OH:17])[CH3:16])[CH:11]=[CH:12][CH:13]=1. The catalyst class is: 49. (2) Reactant: [H-].[Na+].[CH3:3][S:4]([NH2:7])(=[O:6])=[O:5].[C:8]([C:12]1[CH:17]=[CH:16][C:15]([C:18]2[CH:23]=[CH:22][CH:21]=[C:20]([CH:24]3[C:33]([CH3:35])([CH3:34])[CH2:32][C:31]4[C:26](=[C:27]([C:37](O)=[O:38])[CH:28]=[C:29]([Cl:36])[CH:30]=4)[NH:25]3)[CH:19]=2)=[CH:14][CH:13]=1)([CH3:11])([CH3:10])[CH3:9].C(N1C=CN=C1)(N1C=CN=C1)=O. Product: [C:8]([C:12]1[CH:17]=[CH:16][C:15]([C:18]2[CH:23]=[CH:22][CH:21]=[C:20]([CH:24]3[C:33]([CH3:35])([CH3:34])[CH2:32][C:31]4[C:26](=[C:27]([C:37]([NH:7][S:4]([CH3:3])(=[O:6])=[O:5])=[O:38])[CH:28]=[C:29]([Cl:36])[CH:30]=4)[NH:25]3)[CH:19]=2)=[CH:14][CH:13]=1)([CH3:11])([CH3:9])[CH3:10]. The catalyst class is: 9. (3) Reactant: Cl[C:2]1[CH:7]=[C:6]([O:8][CH2:9][C:10]#[C:11][CH3:12])[N:5]=[CH:4][N:3]=1.C(=O)([O-])[O-].[K+].[K+].[C:19]([C:21]1[CH:22]=[C:23]([OH:27])[CH:24]=[CH:25][CH:26]=1)#[N:20].[Cl-].[NH4+]. Product: [CH2:9]([O:8][C:6]1[CH:7]=[C:2]([O:27][C:23]2[CH:24]=[CH:25][CH:26]=[C:21]([C:19]#[N:20])[CH:22]=2)[N:3]=[CH:4][N:5]=1)[C:10]#[C:11][CH3:12]. The catalyst class is: 9. (4) The catalyst class is: 21. Product: [Br:1][C:2]1[C:10]2[C:9]([Cl:11])=[N:8][CH:7]=[N:6][C:5]=2[N:4]([S:18]([C:15]2[CH:16]=[CH:17][C:12]([CH3:22])=[CH:13][CH:14]=2)(=[O:20])=[O:19])[CH:3]=1. Reactant: [Br:1][C:2]1[C:10]2[C:9]([Cl:11])=[N:8][CH:7]=[N:6][C:5]=2[NH:4][CH:3]=1.[C:12]1([CH3:22])[CH:17]=[CH:16][C:15]([S:18](Cl)(=[O:20])=[O:19])=[CH:14][CH:13]=1.[OH-].[Na+]. (5) Reactant: [CH3:1][O:2][C:3]1[CH:12]=[CH:11][C:10]([Br:13])=[C:9]2[C:4]=1[CH2:5][CH2:6][NH:7][CH2:8]2.CCN(CC)CC.[C:21](O[C:21]([O:23][C:24]([CH3:27])([CH3:26])[CH3:25])=[O:22])([O:23][C:24]([CH3:27])([CH3:26])[CH3:25])=[O:22]. Product: [C:24]([O:23][C:21]([N:7]1[CH2:6][CH2:5][C:4]2[C:9](=[C:10]([Br:13])[CH:11]=[CH:12][C:3]=2[O:2][CH3:1])[CH2:8]1)=[O:22])([CH3:27])([CH3:26])[CH3:25]. The catalyst class is: 2. (6) Reactant: [C:1]([C:3]1[CH:7]=[N:6][NH:5][C:4]=1[NH2:8])#[N:2].CN(C)[CH:11]=[CH:12][C:13]([C:15]1[CH:16]=[C:17]([N:21]([CH3:26])[S:22]([CH3:25])(=[O:24])=[O:23])[CH:18]=[CH:19][CH:20]=1)=O.C(OCC)(=O)C. Product: [C:1]([C:3]1[CH:7]=[N:6][N:5]2[C:13]([C:15]3[CH:16]=[C:17]([N:21]([CH3:26])[S:22]([CH3:25])(=[O:24])=[O:23])[CH:18]=[CH:19][CH:20]=3)=[CH:12][CH:11]=[N:8][C:4]=12)#[N:2]. The catalyst class is: 15. (7) Reactant: C[O:2][C:3]([C@@H:5]1[CH2:38][C@@H:37]2[CH2:39][N:6]1[C:7](=[O:51])[C@H:8]([CH:42]1[CH2:50][C:49]3[C:44](=[CH:45][CH:46]=[CH:47][CH:48]=3)[CH2:43]1)[NH:9][C:10](=[O:41])[O:11][C@@H:12]1[CH2:40][C@H:13]1[CH2:14][CH2:15][CH2:16][CH2:17][CH2:18][C:19]1[C:20]([O:36]2)=[N:21][C:22]2[CH:23]=[CH:24][CH:25]=[CH:26][C:27]=2[C:28]=1[O:29][CH2:30][CH2:31][CH2:32][N:33]([CH3:35])[CH3:34])=[O:4].O.[OH-].[Li+].C(O)(=O)C.O. Product: [CH2:43]1[C:44]2[C:49](=[CH:48][CH:47]=[CH:46][CH:45]=2)[CH2:50][CH:42]1[C@H:8]1[C:7](=[O:51])[N:6]2[CH2:39][C@@H:37]([CH2:38][C@H:5]2[C:3]([OH:4])=[O:2])[O:36][C:20]2=[N:21][C:22]3[CH:23]=[CH:24][CH:25]=[CH:26][C:27]=3[C:28]([O:29][CH2:30][CH2:31][CH2:32][N:33]([CH3:34])[CH3:35])=[C:19]2[CH2:18][CH2:17][CH2:16][CH2:15][CH2:14][C@@H:13]2[CH2:40][C@H:12]2[O:11][C:10](=[O:41])[NH:9]1. The catalyst class is: 92. (8) Reactant: [Cl:1][C:2]1[C:3]([O:12][C:13]2[CH:18]=[C:17]([O:19][CH2:20][CH2:21][O:22][CH:23]3[CH2:25][CH2:24]3)[CH:16]=[CH:15][C:14]=2/[CH:26]=[CH:27]/[C:28](O)=[O:29])=[N:4][CH:5]=[C:6]([C:8]([F:11])([F:10])[F:9])[CH:7]=1.Cl.C(N=C=NCCCN(C)C)C.[CH2:43]([S:48]([NH2:51])(=[O:50])=[O:49])[CH2:44][CH2:45][CH2:46][CH3:47].Cl. Product: [Cl:1][C:2]1[C:3]([O:12][C:13]2[CH:18]=[C:17]([O:19][CH2:20][CH2:21][O:22][CH:23]3[CH2:25][CH2:24]3)[CH:16]=[CH:15][C:14]=2/[CH:26]=[CH:27]/[C:28]([NH:51][S:48]([CH2:43][CH2:44][CH2:45][CH2:46][CH3:47])(=[O:50])=[O:49])=[O:29])=[N:4][CH:5]=[C:6]([C:8]([F:10])([F:11])[F:9])[CH:7]=1. The catalyst class is: 766. (9) Reactant: Cl.Cl.[N:3]1([C:9]2[CH:10]=[CH:11][C:12]3[N:13]([C:15]([C:18]([F:21])([F:20])[F:19])=[N:16][N:17]=3)[N:14]=2)[CH2:8][CH2:7][NH:6][CH2:5][CH2:4]1.CCN(C(C)C)C(C)C.[F:31][C:32]1[CH:40]=[CH:39][CH:38]=[CH:37][C:33]=1[CH2:34][CH2:35]Br. Product: [F:31][C:32]1[CH:40]=[CH:39][CH:38]=[CH:37][C:33]=1[CH2:34][CH2:35][N:6]1[CH2:5][CH2:4][N:3]([C:9]2[CH:10]=[CH:11][C:12]3[N:13]([C:15]([C:18]([F:19])([F:20])[F:21])=[N:16][N:17]=3)[N:14]=2)[CH2:8][CH2:7]1. The catalyst class is: 3. (10) Reactant: [Br:1][C:2]1[CH:3]=[CH:4][C:5]([OH:10])=[C:6]([CH:9]=1)[C:7]#[N:8].C1(P(C2C=CC=CC=2)C2C=CC=CC=2)C=CC=CC=1.O[C@@H:31]1[CH2:36][CH2:35][CH2:34][CH2:33][C@H:32]1[NH:37][C:38](=[O:44])[O:39][C:40]([CH3:43])([CH3:42])[CH3:41].N(C(OCC)=O)=NC(OCC)=O. Product: [C:40]([O:39][C:38](=[O:44])[NH:37][C@@H:32]1[CH2:31][CH2:36][CH2:35][CH2:34][C@@H:33]1[O:10][C:5]1[CH:4]=[CH:3][C:2]([Br:1])=[CH:9][C:6]=1[C:7]#[N:8])([CH3:43])([CH3:41])[CH3:42]. The catalyst class is: 504.